This data is from Reaction yield outcomes from USPTO patents with 853,638 reactions. The task is: Predict the reaction yield, written as a fraction of the theoretical maximum amount of product (1.0 means a 100% yield; for example, 0.34 means a 34% yield). The reactants are Br[C:2]1[C:10]2[C:9]([C:11]([C:13]3[S:14][CH:15]=[CH:16][CH:17]=3)=[O:12])=[N:8][C:7]([NH:18][CH2:19][C:20]3[CH:21]=[N:22][CH:23]=[CH:24][CH:25]=3)=[N:6][C:5]=2[N:4]([CH3:26])[CH:3]=1.[C:27]1(B(O)O)[CH:32]=[CH:31][CH:30]=[CH:29][CH:28]=1. The catalyst is C1COCC1.C([O-])(O)=O.[Na+].CCOC(C)=O.C1C=CC([P]([Pd]([P](C2C=CC=CC=2)(C2C=CC=CC=2)C2C=CC=CC=2)([P](C2C=CC=CC=2)(C2C=CC=CC=2)C2C=CC=CC=2)[P](C2C=CC=CC=2)(C2C=CC=CC=2)C2C=CC=CC=2)(C2C=CC=CC=2)C2C=CC=CC=2)=CC=1. The product is [CH3:26][N:4]1[C:5]2[N:6]=[C:7]([NH:18][CH2:19][C:20]3[CH:21]=[N:22][CH:23]=[CH:24][CH:25]=3)[N:8]=[C:9]([C:11]([C:13]3[S:14][CH:15]=[CH:16][CH:17]=3)=[O:12])[C:10]=2[C:2]([C:27]2[CH:32]=[CH:31][CH:30]=[CH:29][CH:28]=2)=[CH:3]1. The yield is 0.160.